Dataset: Catalyst prediction with 721,799 reactions and 888 catalyst types from USPTO. Task: Predict which catalyst facilitates the given reaction. (1) Reactant: [CH3:1][C:2]1([CH3:18])[CH2:11][CH2:10][C:5]2(OCC[O:6]2)[C:4]([C:12]2[N:16]([CH3:17])[N:15]=[CH:14][CH:13]=2)=[CH:3]1.Cl.[OH-].[Na+]. Product: [CH3:1][C:2]1([CH3:18])[CH2:11][CH2:10][C:5](=[O:6])[C:4]([C:12]2[N:16]([CH3:17])[N:15]=[CH:14][CH:13]=2)=[CH:3]1. The catalyst class is: 1. (2) Reactant: CC(OC(/N=N/C(OC(C)C)=O)=O)C.C1(P(C2C=CC=CC=2)C2C=CC=CC=2)C=CC=CC=1.[Br:34][C:35]1[CH:40]=[CH:39][C:38]([OH:41])=[C:37]([C:42]([F:45])([F:44])[F:43])[CH:36]=1.O[CH2:47][CH2:48][CH:49]1[CH2:54][CH2:53][N:52]([C:55]([O:57][C:58]([CH3:61])([CH3:60])[CH3:59])=[O:56])[CH2:51][CH2:50]1. Product: [Br:34][C:35]1[CH:40]=[CH:39][C:38]([O:41][CH2:47][CH2:48][CH:49]2[CH2:50][CH2:51][N:52]([C:55]([O:57][C:58]([CH3:59])([CH3:61])[CH3:60])=[O:56])[CH2:53][CH2:54]2)=[C:37]([C:42]([F:43])([F:44])[F:45])[CH:36]=1. The catalyst class is: 2. (3) Reactant: [Cl:1][C:2]1[N:10]=[C:9]2[C:5]([N:6]=[CH:7][N:8]2[C@H:11]2[C@@H:15]([OH:16])[C@H:14]([OH:17])[CH2:13][S:12]2)=[C:4](Cl)[N:3]=1.[F:19][C:20]1[CH:21]=[C:22]([CH:25]=[CH:26][CH:27]=1)[CH2:23][NH2:24]. Product: [Cl:1][C:2]1[N:10]=[C:9]2[C:5]([N:6]=[CH:7][N:8]2[C@H:11]2[C@H:15]([OH:16])[C@H:14]([OH:17])[CH2:13][S:12]2)=[C:4]([NH:24][CH2:23][C:22]2[CH:25]=[CH:26][CH:27]=[C:20]([F:19])[CH:21]=2)[N:3]=1. The catalyst class is: 8. (4) Reactant: [CH3:1]N(C=O)C.[F:6][C:7]([F:22])([F:21])[C:8]1[C:12]2[CH:13]=[CH:14][C:15]([OH:20])=[C:16]([CH2:17][CH2:18][CH3:19])[C:11]=2[O:10][N:9]=1.Br[CH2:24][CH2:25][C:26]([O:28][CH2:29][CH3:30])=[O:27].CCOCC. Product: [CH2:17]([C:16]1[C:11]2[O:10][N:9]=[C:8]([C:7]([F:6])([F:21])[F:22])[C:12]=2[CH:13]=[CH:14][C:15]=1[O:20][CH2:1][CH2:24][CH2:25][C:26]([O:28][CH2:29][CH3:30])=[O:27])[CH2:18][CH3:19]. The catalyst class is: 195.